This data is from Catalyst prediction with 721,799 reactions and 888 catalyst types from USPTO. The task is: Predict which catalyst facilitates the given reaction. (1) Reactant: [OH:1][C:2]1[C:11]2[O:10][C:9]([C:12]3[CH:17]=[CH:16][N:15]=[CH:14][CH:13]=3)=[CH:8][C:7](=[O:18])[C:6]=2[CH:5]=[CH:4][CH:3]=1.C(N(C(C)C)CC)(C)C.C1(N([S:35]([C:38]([F:41])([F:40])[F:39])(=[O:37])=[O:36])[S:35]([C:38]([F:41])([F:40])[F:39])(=[O:37])=[O:36])C=CC=CC=1. Product: [F:39][C:38]([F:41])([F:40])[S:35]([O:1][C:2]1[C:11]2[O:10][C:9]([C:12]3[CH:17]=[CH:16][N:15]=[CH:14][CH:13]=3)=[CH:8][C:7](=[O:18])[C:6]=2[CH:5]=[CH:4][CH:3]=1)(=[O:37])=[O:36]. The catalyst class is: 10. (2) Reactant: [CH2:1]([O:3][C:4]1[C:5]([O:19][CH2:20][C:21]2[CH:26]=[CH:25][C:24]([O:27][CH3:28])=[CH:23][CH:22]=2)=[N:6][CH:7]=[C:8](B2OC(C)(C)C(C)(C)O2)[CH:9]=1)[CH3:2].[CH2:29]([O:36][CH2:37][CH2:38][O:39][C:40]1[CH:45]=[CH:44][C:43]([NH:46][C:47](=[O:58])[CH2:48][C:49]2[C:54]([F:55])=[CH:53][C:52](Br)=[CH:51][C:50]=2[F:57])=[CH:42][C:41]=1[C:59]([F:62])([F:61])[F:60])[C:30]1[CH:35]=[CH:34][CH:33]=[CH:32][CH:31]=1.C([O-])([O-])=O.[Cs+].[Cs+]. Product: [CH2:29]([O:36][CH2:37][CH2:38][O:39][C:40]1[CH:45]=[CH:44][C:43]([NH:46][C:47](=[O:58])[CH2:48][C:49]2[C:50]([F:57])=[CH:51][C:52]([C:8]3[CH:7]=[N:6][C:5]([O:19][CH2:20][C:21]4[CH:22]=[CH:23][C:24]([O:27][CH3:28])=[CH:25][CH:26]=4)=[C:4]([O:3][CH2:1][CH3:2])[CH:9]=3)=[CH:53][C:54]=2[F:55])=[CH:42][C:41]=1[C:59]([F:61])([F:60])[F:62])[C:30]1[CH:35]=[CH:34][CH:33]=[CH:32][CH:31]=1. The catalyst class is: 669. (3) Reactant: [CH2:1]([N:3]1[C:11]2[C:6](=[CH:7][CH:8]=[C:9]([O:12][CH3:13])[CH:10]=2)[C:5]([C:14]([NH2:16])=O)=[CH:4]1)[CH3:2].COC1C=CC(P2(SP(C3C=CC(OC)=CC=3)(=S)S2)=[S:26])=CC=1. Product: [CH2:1]([N:3]1[C:11]2[C:6](=[CH:7][CH:8]=[C:9]([O:12][CH3:13])[CH:10]=2)[C:5]([C:14](=[S:26])[NH2:16])=[CH:4]1)[CH3:2]. The catalyst class is: 11. (4) Reactant: [Cl:1][C:2]1[CH:9]=[CH:8][C:5]([CH2:6][NH2:7])=[CH:4][CH:3]=1.C(N(CC)C(C)C)(C)C.Cl[C:20]1[S:21][C:22]([CH:26]=[O:27])=[C:23]([Cl:25])[N:24]=1.O. Product: [Cl:25][C:23]1[N:24]=[C:20]([NH:7][CH2:6][C:5]2[CH:8]=[CH:9][C:2]([Cl:1])=[CH:3][CH:4]=2)[S:21][C:22]=1[CH:26]=[O:27]. The catalyst class is: 7. (5) Reactant: CC1C=CC(S(O[CH2:12][CH:13]([OH:16])[CH2:14][F:15])(=O)=O)=CC=1.[N:17]1([C:23]([O:25][CH2:26][C:27]2[CH:32]=[CH:31][CH:30]=[CH:29][CH:28]=2)=[O:24])[CH2:22][CH2:21][NH:20][CH2:19][CH2:18]1. Product: [F:15][CH2:14][CH:13]([OH:16])[CH2:12][N:20]1[CH2:21][CH2:22][N:17]([C:23]([O:25][CH2:26][C:27]2[CH:32]=[CH:31][CH:30]=[CH:29][CH:28]=2)=[O:24])[CH2:18][CH2:19]1. The catalyst class is: 5. (6) Reactant: [Cl:1][C:2]1[CH:7]=[CH:6][C:5]([CH:8]([CH3:11])[C:9]#[N:10])=[C:4](I)[CH:3]=1.[CH3:13][Si:14]([C:17]#[CH:18])([CH3:16])[CH3:15]. The catalyst class is: 724. Product: [Cl:1][C:2]1[CH:7]=[CH:6][C:5]([CH:8]([CH3:11])[C:9]#[N:10])=[C:4]([C:18]#[C:17][Si:14]([CH3:16])([CH3:15])[CH3:13])[CH:3]=1. (7) Reactant: [C:1](=[O:46])([O:38][CH2:39][C:40]1[CH:45]=[CH:44][CH:43]=[CH:42][CH:41]=1)[O:2][C@H:3]1[CH2:7][C@H:6]([N:8]2[CH:13]=[C:12]3[CH:14]=[C:15]([C:17]4[CH:22]=[CH:21][C:20]([CH2:23][CH2:24][CH2:25][CH2:26][CH3:27])=[CH:19][CH:18]=4)[O:16][C:11]3=[N:10][C:9]2=[O:28])[O:5][C@@H:4]1[CH2:29][O:30][Si](C(C)(C)C)(C)C.CCOC(C)=O.Cl. Product: [C:1](=[O:46])([O:38][CH2:39][C:40]1[CH:41]=[CH:42][CH:43]=[CH:44][CH:45]=1)[O:2][C@H:3]1[CH2:7][C@H:6]([N:8]2[CH:13]=[C:12]3[CH:14]=[C:15]([C:17]4[CH:18]=[CH:19][C:20]([CH2:23][CH2:24][CH2:25][CH2:26][CH3:27])=[CH:21][CH:22]=4)[O:16][C:11]3=[N:10][C:9]2=[O:28])[O:5][C@@H:4]1[CH2:29][OH:30]. The catalyst class is: 14.